This data is from Peptide-MHC class II binding affinity with 134,281 pairs from IEDB. The task is: Regression. Given a peptide amino acid sequence and an MHC pseudo amino acid sequence, predict their binding affinity value. This is MHC class II binding data. (1) The peptide sequence is IDEVVAAFREARLRH. The MHC is DRB1_1501 with pseudo-sequence DRB1_1501. The binding affinity (normalized) is 0.721. (2) The MHC is DRB1_0301 with pseudo-sequence DRB1_0301. The peptide sequence is HPDYAILAARIAVSN. The binding affinity (normalized) is 0.214. (3) The peptide sequence is EKVYLAWVPAHKGIG. The MHC is DRB3_0101 with pseudo-sequence DRB3_0101. The binding affinity (normalized) is 0. (4) The peptide sequence is GELQIVDNIDAAFKI. The MHC is DRB4_0101 with pseudo-sequence DRB4_0103. The binding affinity (normalized) is 0.387. (5) The peptide sequence is SSNDLAKYKANWIEI. The MHC is HLA-DPA10201-DPB10501 with pseudo-sequence HLA-DPA10201-DPB10501. The binding affinity (normalized) is 0.214. (6) The peptide sequence is QLVFNSISARALKAY. The binding affinity (normalized) is 1.00. The MHC is DRB1_0401 with pseudo-sequence DRB1_0401. (7) The peptide sequence is NSLLFIPDIKLAIDN. The MHC is H-2-IAb with pseudo-sequence H-2-IAb. The binding affinity (normalized) is 0.402. (8) The peptide sequence is RLIAFTSEHSHF. The MHC is DRB3_0101 with pseudo-sequence DRB3_0101. The binding affinity (normalized) is 0.541.